From a dataset of Forward reaction prediction with 1.9M reactions from USPTO patents (1976-2016). Predict the product of the given reaction. (1) The product is: [C:18]([C:14]1[CH:13]=[C:12]([NH:11][CH2:10][CH2:9][OH:8])[CH:17]=[CH:16][CH:15]=1)#[CH:19]. Given the reactants [Si]([O:8][CH2:9][CH2:10][NH:11][C:12]1[CH:17]=[CH:16][CH:15]=[C:14]([C:18]#[CH:19])[CH:13]=1)(C(C)(C)C)(C)C.CCCC[N+](CCCC)(CCCC)CCCC.[F-].C1COCC1, predict the reaction product. (2) Given the reactants [N+:1]([C:4]1[C:5]([C:9]([O:11][CH3:12])=[O:10])=[N:6][NH:7][CH:8]=1)([O-:3])=[O:2].O.C1(C)C=CC(S(O)(=O)=O)=CC=1.[O:25]1[CH:30]=[CH:29][CH2:28][CH2:27][CH2:26]1, predict the reaction product. The product is: [N+:1]([C:4]1[C:5]([C:9]([O:11][CH3:12])=[O:10])=[N:6][N:7]([CH:26]2[CH2:27][CH2:28][CH2:29][CH2:30][O:25]2)[CH:8]=1)([O-:3])=[O:2]. (3) Given the reactants [CH3:1][NH:2][C:3]([C:5]1[CH:10]=[C:9]([O:11][C:12]2[CH:30]=[CH:29][C:15]3[N:16]([CH3:28])[C:17]([NH:19][C:20]4[CH:25]=[CH:24][CH:23]=[C:22]([CH2:26][CH3:27])[CH:21]=4)=[N:18][C:14]=3[CH:13]=2)[CH:8]=[CH:7][N:6]=1)=[O:4].[CH2:31]([N:38]=[N+:39]=[N-:40])[C:32]1[CH:37]=[CH:36][CH:35]=[CH:34][CH:33]=1.O=C1O[C@H]([C@H](CO)O)C([O-])=C1O.[Na+], predict the reaction product. The product is: [CH3:1][NH:2][C:3]([C:5]1[CH:10]=[C:9]([O:11][C:12]2[CH:30]=[CH:29][C:15]3[N:16]([CH3:28])[C:17]([NH:19][C:20]4[CH:25]=[CH:24][CH:23]=[C:22]([C:26]5[N:40]=[N:39][N:38]([CH2:31][C:32]6[CH:37]=[CH:36][CH:35]=[CH:34][CH:33]=6)[CH:27]=5)[CH:21]=4)=[N:18][C:14]=3[CH:13]=2)[CH:8]=[CH:7][N:6]=1)=[O:4]. (4) Given the reactants [F:1][C:2]1[CH:3]=[C:4]([CH2:19][N:20]2[CH2:25][CH2:24][NH:23][C@@H:22]([CH3:26])[CH2:21]2)[C:5]([CH3:18])=[C:6]([NH:8][C:9](=[O:17])[C:10]2[CH:15]=[CH:14][C:13]([CH3:16])=[N:12][CH:11]=2)[CH:7]=1.[CH3:27][CH:28]1[CH2:31][CH:30]([C:32](O)=[O:33])[CH2:29]1.CN(C(ON1N=NC2C=CC=NC1=2)=[N+](C)C)C.F[P-](F)(F)(F)(F)F.CCN(C(C)C)C(C)C, predict the reaction product. The product is: [F:1][C:2]1[CH:3]=[C:4]([CH2:19][N:20]2[CH2:25][CH2:24][N:23]([C:32]([C@H:30]3[CH2:31][C@@H:28]([CH3:27])[CH2:29]3)=[O:33])[C@@H:22]([CH3:26])[CH2:21]2)[C:5]([CH3:18])=[C:6]([NH:8][C:9](=[O:17])[C:10]2[CH:15]=[CH:14][C:13]([CH3:16])=[N:12][CH:11]=2)[CH:7]=1. (5) Given the reactants [C:1]([C:3]1[C:4]([CH2:29][CH:30]([CH3:32])[CH3:31])=[N:5][C:6]2[C:11]([C:12]=1[C:13]1[CH:18]=[CH:17][C:16]([CH3:19])=[CH:15][CH:14]=1)=[CH:10][C:9]([NH:20][CH2:21][C:22]([O:24][C:25](C)(C)C)=[O:23])=[CH:8][CH:7]=2)#[N:2].FC(F)(F)C(O)=O.CI.C(=O)([O-])[O-].[K+].[K+], predict the reaction product. The product is: [C:1]([C:3]1[C:4]([CH2:29][CH:30]([CH3:32])[CH3:31])=[N:5][C:6]2[C:11]([C:12]=1[C:13]1[CH:14]=[CH:15][C:16]([CH3:19])=[CH:17][CH:18]=1)=[CH:10][C:9]([NH:20][CH2:21][C:22]([O:24][CH3:25])=[O:23])=[CH:8][CH:7]=2)#[N:2]. (6) Given the reactants [NH2:1][C:2]1[CH:3]=[CH:4][C:5]2[S:9][C:8]([NH:10][C:11](=[O:18])[C:12]3[CH:17]=[CH:16][CH:15]=[CH:14][CH:13]=3)=[N:7][C:6]=2[CH:19]=1.Cl[C:21]1[C:30]2[C:25](=[CH:26][C:27]([O:42][CH3:43])=[C:28]([O:31][CH2:32][CH2:33][CH2:34][N:35]3[CH2:40][CH2:39][N:38]([CH3:41])[CH2:37][CH2:36]3)[CH:29]=2)[N:24]=[CH:23][N:22]=1.Cl.O1CCOCC1, predict the reaction product. The product is: [CH3:43][O:42][C:27]1[CH:26]=[C:25]2[C:30]([C:21]([NH:1][C:2]3[CH:3]=[CH:4][C:5]4[S:9][C:8]([NH:10][C:11](=[O:18])[C:12]5[CH:17]=[CH:16][CH:15]=[CH:14][CH:13]=5)=[N:7][C:6]=4[CH:19]=3)=[N:22][CH:23]=[N:24]2)=[CH:29][C:28]=1[O:31][CH2:32][CH2:33][CH2:34][N:35]1[CH2:36][CH2:37][N:38]([CH3:41])[CH2:39][CH2:40]1.